This data is from Peptide-MHC class II binding affinity with 134,281 pairs from IEDB. The task is: Regression. Given a peptide amino acid sequence and an MHC pseudo amino acid sequence, predict their binding affinity value. This is MHC class II binding data. (1) The peptide sequence is AVKVAATAANAAPAN. The MHC is DRB1_0701 with pseudo-sequence DRB1_0701. The binding affinity (normalized) is 0.355. (2) The peptide sequence is GFKAALAAAAGVQPADKYRT. The MHC is DRB1_1001 with pseudo-sequence DRB1_1001. The binding affinity (normalized) is 0.901. (3) The peptide sequence is NMESASTEYTPIG. The MHC is DRB1_1501 with pseudo-sequence DRB1_1501. The binding affinity (normalized) is 0.210. (4) The peptide sequence is AAAAAYEAAFAATVP. The MHC is HLA-DPA10103-DPB10401 with pseudo-sequence HLA-DPA10103-DPB10401. The binding affinity (normalized) is 0.580. (5) The peptide sequence is AQKVAATAANAAPAN. The MHC is DRB1_0701 with pseudo-sequence DRB1_0701. The binding affinity (normalized) is 0.415. (6) The peptide sequence is EVKSFQWTQALRREL. The MHC is DRB1_0301 with pseudo-sequence DRB1_0301. The binding affinity (normalized) is 0.391. (7) The peptide sequence is AIAGAWENGVCGIRS. The MHC is DRB1_1302 with pseudo-sequence DRB1_1302. The binding affinity (normalized) is 0.264. (8) The peptide sequence is GSYEVKATGSASSMING. The MHC is DRB1_1302 with pseudo-sequence DRB1_1302. The binding affinity (normalized) is 0.475. (9) The peptide sequence is AVMLTFDNAGMWNVR. The MHC is HLA-DQA10102-DQB10502 with pseudo-sequence HLA-DQA10102-DQB10502. The binding affinity (normalized) is 0.373. (10) The peptide sequence is APYHFDLSGHAFGAM. The MHC is HLA-DPA10201-DPB11401 with pseudo-sequence HLA-DPA10201-DPB11401. The binding affinity (normalized) is 0.